Dataset: Reaction yield outcomes from USPTO patents with 853,638 reactions. Task: Predict the reaction yield, written as a fraction of the theoretical maximum amount of product (1.0 means a 100% yield; for example, 0.34 means a 34% yield). The yield is 0.830. The reactants are [CH2:1]([N:8]([CH:16]1[CH2:19][CH:18]([C:20](=O)[CH2:21][CH2:22][CH:23]=[CH2:24])[CH2:17]1)[C:9](=[O:15])[O:10][C:11]([CH3:14])([CH3:13])[CH3:12])[C:2]1[CH:7]=[CH:6][CH:5]=[CH:4][CH:3]=1.[C:26]([N+:30]#[C-])([CH3:29])([CH3:28])[CH3:27].[C:32]([O-:35])(=O)[CH3:33].[NH4+:36].FC(F)(F)[CH2:39][OH:40]. The catalyst is C(OCC)(=O)C. The product is [C:32]([NH:36][C:20]([C@@H:18]1[CH2:19][C@H:16]([N:8]([CH2:1][C:2]2[CH:3]=[CH:4][CH:5]=[CH:6][CH:7]=2)[C:9](=[O:15])[O:10][C:11]([CH3:14])([CH3:12])[CH3:13])[CH2:17]1)([CH2:21][CH2:22][CH:23]=[CH2:24])[C:39]([NH:30][C:26]([CH3:29])([CH3:28])[CH3:27])=[O:40])(=[O:35])[CH3:33].